This data is from M1 muscarinic receptor antagonist screen with 61,756 compounds. The task is: Binary Classification. Given a drug SMILES string, predict its activity (active/inactive) in a high-throughput screening assay against a specified biological target. (1) The drug is Fc1ccc(n2ncc3c(=O)n(CC(=O)N4CCN(CC4)c4ccccc4)cnc23)cc1. The result is 0 (inactive). (2) The result is 0 (inactive). The molecule is s1c(NC(=O)CN2C(=O)C3C(C4CC3C=C4)C2=O)nnc1C(C)(C)C.